Predict the reaction yield, written as a fraction of the theoretical maximum amount of product (1.0 means a 100% yield; for example, 0.34 means a 34% yield). From a dataset of Reaction yield outcomes from USPTO patents with 853,638 reactions. (1) The reactants are Cl.O1CCOCC1.C(O[C:13](=O)[N:14]([C:16]1[CH:21]=[CH:20][C:19]([O:22][CH2:23][C:24]2[N:25]([C:32]3[C:37]([Cl:38])=[CH:36][CH:35]=[CH:34][C:33]=3[Cl:39])[N:26]=[CH:27][C:28]=2[CH:29]([CH3:31])[CH3:30])=[CH:18][C:17]=1[CH3:40])C)(C)(C)C. The catalyst is ClCCl. The product is [Cl:38][C:37]1[CH:36]=[CH:35][CH:34]=[C:33]([Cl:39])[C:32]=1[N:25]1[C:24]([CH2:23][O:22][C:19]2[CH:20]=[CH:21][C:16]([NH:14][CH3:13])=[C:17]([CH3:40])[CH:18]=2)=[C:28]([CH:29]([CH3:31])[CH3:30])[CH:27]=[N:26]1. The yield is 0.840. (2) The reactants are [CH3:1][O:2][C:3](=[O:8])[CH:4]([F:7])[CH2:5][NH2:6].S(Cl)([Cl:11])=O.NCC(F)C(O)=O. No catalyst specified. The product is [ClH:11].[CH3:1][O:2][C:3](=[O:8])[CH:4]([F:7])[CH2:5][NH2:6]. The yield is 0.330. (3) The reactants are [O:1]1[C:5]2[CH:6]=[CH:7][CH:8]=[C:9]([CH2:10][NH:11][C:12]3[CH:17]=[CH:16][CH:15]=[CH:14][C:13]=3[O:18][C:19]3[CH:24]=[CH:23][CH:22]=[CH:21][CH:20]=3)[C:4]=2[O:3][CH2:2]1.C(N(CC)CC)C.[Br:32][CH2:33][C:34](Cl)=[O:35]. The catalyst is C(Cl)Cl. The product is [O:1]1[C:5]2[CH:6]=[CH:7][CH:8]=[C:9]([CH2:10][N:11]([C:12]3[CH:17]=[CH:16][CH:15]=[CH:14][C:13]=3[O:18][C:19]3[CH:24]=[CH:23][CH:22]=[CH:21][CH:20]=3)[C:34](=[O:35])[CH2:33][Br:32])[C:4]=2[O:3][CH2:2]1. The yield is 0.470. (4) The yield is 0.280. The reactants are [OH:1][C@H:2]1[CH2:7][CH2:6][C@@H:5]([NH:8][C:9]2[C:14]([C:15]#[N:16])=[CH:13][N:12]=[C:11](S(C)(=O)=O)[N:10]=2)[CH2:4][C:3]1([CH3:22])[CH3:21].[F:23][C:24]([F:37])([CH3:36])[CH2:25][O:26][C:27]1[CH:32]=[CH:31][C:30]([CH2:33][CH2:34][NH2:35])=[CH:29][CH:28]=1.CCN(C(C)C)C(C)C. The catalyst is C1COCC1. The product is [F:23][C:24]([F:37])([CH3:36])[CH2:25][O:26][C:27]1[CH:32]=[CH:31][C:30]([CH2:33][CH2:34][NH:35][C:11]2[N:10]=[C:9]([NH:8][C@@H:5]3[CH2:6][CH2:7][C@H:2]([OH:1])[C:3]([CH3:22])([CH3:21])[CH2:4]3)[C:14]([C:15]#[N:16])=[CH:13][N:12]=2)=[CH:29][CH:28]=1. (5) The reactants are [CH:1]([C:3]1[S:7][C:6]([CH:8]2[CH2:13][CH2:12][N:11]([C:14]([O:16][C:17]([CH3:20])([CH3:19])[CH3:18])=[O:15])[CH2:10][CH2:9]2)=[N:5][CH:4]=1)=O.[CH3:21][C:22]([CH3:27])([CH3:26])[CH2:23][CH2:24][NH2:25]. No catalyst specified. The product is [CH3:21][C:22]([CH3:27])([CH3:26])[CH2:23][CH2:24]/[N:25]=[CH:1]\[C:3]1[S:7][C:6]([CH:8]2[CH2:13][CH2:12][N:11]([C:14]([O:16][C:17]([CH3:20])([CH3:19])[CH3:18])=[O:15])[CH2:10][CH2:9]2)=[N:5][CH:4]=1. The yield is 0.900. (6) The reactants are [H-].[H-].[H-].[H-].[Li+].[Al+3].C(OC(C1NC2C(C=1)=C([N+]([O-])=O)C=CC=2)=O)C.C(O[C:27]([C:29]1[NH:30][C:31]2[C:36]([CH:37]=1)=[CH:35][CH:34]=[C:33]([N+:38]([O-])=O)[CH:32]=2)=O)C.[OH-].[Na+]. The catalyst is C1COCC1.O. The product is [CH3:27][C:29]1[NH:30][C:31]2[C:36]([CH:37]=1)=[CH:35][CH:34]=[C:33]([NH2:38])[CH:32]=2. The yield is 0.0800. (7) The reactants are [C:1]([C:5]1[CH:9]=[C:8]([NH:10][C:11]([NH:13][C:14]2[CH:19]=[CH:18][C:17]([O:20][C:21]3[CH:26]=[CH:25][N:24]=[CH:23][CH:22]=3)=[CH:16][CH:15]=2)=[O:12])[N:7]([C:27]2[CH:39]=[CH:38][C:30]([CH2:31][NH:32][C:33](=O)[CH2:34][O:35][CH3:36])=[CH:29][CH:28]=2)[N:6]=1)([CH3:4])([CH3:3])[CH3:2].B.CSC. The catalyst is C1COCC1. The product is [C:1]([C:5]1[CH:9]=[C:8]([NH:10][C:11]([NH:13][C:14]2[CH:15]=[CH:16][C:17]([O:20][C:21]3[CH:26]=[CH:25][N:24]=[CH:23][CH:22]=3)=[CH:18][CH:19]=2)=[O:12])[N:7]([C:27]2[CH:39]=[CH:38][C:30]([CH2:31][NH:32][CH2:33][CH2:34][O:35][CH3:36])=[CH:29][CH:28]=2)[N:6]=1)([CH3:4])([CH3:2])[CH3:3]. The yield is 0.150.